The task is: Predict the reaction yield, written as a fraction of the theoretical maximum amount of product (1.0 means a 100% yield; for example, 0.34 means a 34% yield).. This data is from Reaction yield outcomes from USPTO patents with 853,638 reactions. (1) The reactants are [CH2:1]([N:8]([CH2:15][C:16]1[C:21](Cl)=[N:20][C:19]([N:23]([CH3:27])[CH:24]([CH3:26])[CH3:25])=[CH:18][N:17]=1)[CH2:9][C@@H:10]([OH:14])[CH2:11][O:12][CH3:13])[C:2]1[CH:7]=[CH:6][CH:5]=[CH:4][CH:3]=1.CC(C)([O-])C.[K+].O. The catalyst is CN(C=O)C. The product is [CH2:1]([N:8]1[CH2:15][C:16]2[N:17]=[CH:18][C:19]([N:23]([CH3:27])[CH:24]([CH3:26])[CH3:25])=[N:20][C:21]=2[O:14][C@@H:10]([CH2:11][O:12][CH3:13])[CH2:9]1)[C:2]1[CH:7]=[CH:6][CH:5]=[CH:4][CH:3]=1. The yield is 0.820. (2) The reactants are S(Cl)(Cl)=O.[CH3:5][C:6]([CH3:32])([CH2:11][C:12](=[O:31])[NH:13][C:14]1[CH:15]=[N:16][C:17]([O:20][C:21](=[O:30])[N:22]([CH3:29])[C:23]2[CH:28]=[CH:27][CH:26]=[CH:25][CH:24]=2)=[CH:18][CH:19]=1)[CH2:7][C:8]([OH:10])=O.[CH3:33][N:34]([CH3:38])[CH2:35][CH2:36][NH2:37]. The catalyst is ClCCl. The product is [CH3:33][N:34]([CH3:38])[CH2:35][CH2:36][NH:37][C:8]([CH2:7][C:6]([CH3:32])([CH3:5])[CH2:11][C:12]([NH:13][C:14]1[CH:19]=[CH:18][C:17]([O:20][C:21](=[O:30])[N:22]([CH3:29])[C:23]2[CH:24]=[CH:25][CH:26]=[CH:27][CH:28]=2)=[N:16][CH:15]=1)=[O:31])=[O:10]. The yield is 0.390. (3) The reactants are [NH2:1][C:2]1[CH:11]=[CH:10][CH:9]=[C:8]2[C:3]=1[CH:4]=[CH:5][N:6]=[CH:7]2.O.O.O.O.O.O.[F:18][C:19]([F:27])([F:26])[C:20]([C:22]([F:25])([F:24])[F:23])=[O:21]. The catalyst is C1(C)C=CC(S(O)(=O)=O)=CC=1. The product is [NH2:1][C:2]1[C:11]([C:20]([OH:21])([C:22]([F:25])([F:24])[F:23])[C:19]([F:27])([F:26])[F:18])=[CH:10][CH:9]=[C:8]2[C:3]=1[CH:4]=[CH:5][N:6]=[CH:7]2. The yield is 0.300. (4) The reactants are [F:1][C:2]1[CH:7]=[CH:6][C:5]([N:8]2[CH:12]=[C:11]([NH:13][CH:14]=O)[CH:10]=[N:9]2)=[CH:4][CH:3]=1.[H-].[H-].[H-].[H-].[Li+].[Al+3]. The catalyst is C1COCC1.[OH-].[NH4+].CO.C(Cl)Cl. The product is [F:1][C:2]1[CH:3]=[CH:4][C:5]([N:8]2[CH:12]=[C:11]([NH:13][CH3:14])[CH:10]=[N:9]2)=[CH:6][CH:7]=1. The yield is 0.900. (5) The reactants are C(Cl)(=O)C(Cl)=O.[CH3:7][C:8]1[C:12]([C:13]([OH:15])=O)=[CH:11][O:10][N:9]=1.[F:16][C:17]([F:34])([F:33])[O:18][C:19]1[CH:24]=[CH:23][CH:22]=[CH:21][C:20]=1[C:25]1[C:26]([NH2:32])=[N:27][C:28]([NH2:31])=[CH:29][CH:30]=1.N1C(C)=CC=CC=1C. The catalyst is ClCCl.CN(C)C=O.CC#N.CCCCCCC. The product is [NH2:32][C:26]1[N:27]=[C:28]([NH:31][C:13]([C:12]2[C:8]([CH3:7])=[N:9][O:10][CH:11]=2)=[O:15])[CH:29]=[CH:30][C:25]=1[C:20]1[CH:21]=[CH:22][CH:23]=[CH:24][C:19]=1[O:18][C:17]([F:34])([F:16])[F:33]. The yield is 0.800.